Dataset: Forward reaction prediction with 1.9M reactions from USPTO patents (1976-2016). Task: Predict the product of the given reaction. (1) Given the reactants [C:1]([C:3]1[CH:8]=[CH:7][C:6]([NH:9][C:10]2[C:11]3[C:18]([CH3:19])=[C:17]([C:20](O)=[O:21])[S:16][C:12]=3[N:13]=[CH:14][N:15]=2)=[C:5]([O:23][CH:24]([CH2:27][F:28])[CH2:25][F:26])[CH:4]=1)#[N:2].CN(C(ON1N=N[C:39]2[CH:40]=[CH:41][CH:42]=[N:43][C:38]1=2)=[N+](C)C)C.F[P-](F)(F)(F)(F)F.C[N:54](C)[CH2:55][CH2:56]CN, predict the reaction product. The product is: [N:43]1([CH2:38][CH2:56][CH2:55][NH:54][C:20]([C:17]2[S:16][C:12]3[N:13]=[CH:14][N:15]=[C:10]([NH:9][C:6]4[CH:7]=[CH:8][C:3]([C:1]#[N:2])=[CH:4][C:5]=4[O:23][CH:24]([CH2:27][F:28])[CH2:25][F:26])[C:11]=3[C:18]=2[CH3:19])=[O:21])[CH2:39][CH2:40][CH2:41][CH2:42]1. (2) The product is: [C:29]1([C:9]2[C:8]([CH:4]([CH2:5][CH2:6][CH3:7])[C:3]([O:2][CH3:1])=[O:27])=[C:13]([C:14]3[CH:19]=[CH:18][C:17]([CH3:38])=[CH:16][CH:15]=3)[N:12]=[C:11]([N:20]3[CH2:25][CH2:24][CH2:23][CH2:22][CH2:21]3)[N:10]=2)[CH:30]=[CH:31][CH:32]=[CH:33][CH:34]=1. Given the reactants [CH3:1][O:2][C:3](=[O:27])[CH:4]([C:8]1[C:9](Cl)=[N:10][C:11]([N:20]2[CH2:25][CH2:24][CH2:23][CH2:22][CH2:21]2)=[N:12][C:13]=1[C:14]1[CH:19]=[CH:18][CH:17]=[CH:16][CH:15]=1)[CH2:5][CH2:6][CH3:7].B(O)(O)[C:29]1[CH:30]=[CH:31][C:32](C)=[CH:33][CH:34]=1.[CH:38](N(CC)C(C)C)(C)C, predict the reaction product. (3) Given the reactants C(N(CC)CC)C.Cl.[NH2:9][OH:10].[Cl:11][C:12]1[CH:13]=[CH:14][C:15]2[N:21]([CH2:22][C:23]([CH3:26])([CH3:25])[CH3:24])[C:20](=[O:27])[C@@H:19]([CH2:28][C:29]#[N:30])[O:18][C@H:17]([C:31]3[CH:36]=[CH:35][CH:34]=[C:33]([O:37][CH3:38])[C:32]=3[O:39][CH3:40])[C:16]=2[CH:41]=1, predict the reaction product. The product is: [Cl:11][C:12]1[CH:13]=[CH:14][C:15]2[N:21]([CH2:22][C:23]([CH3:24])([CH3:26])[CH3:25])[C:20](=[O:27])[C@@H:19]([CH2:28][C:29](=[N:9][OH:10])[NH2:30])[O:18][C@H:17]([C:31]3[CH:36]=[CH:35][CH:34]=[C:33]([O:37][CH3:38])[C:32]=3[O:39][CH3:40])[C:16]=2[CH:41]=1. (4) Given the reactants O[CH2:2][CH2:3][C:4]1[C:5]([CH2:16][CH2:17][NH:18][C:19](=[O:25])[O:20][C:21]([CH3:24])([CH3:23])[CH3:22])(C)[CH2:6][C:7]2[CH2:8][CH2:9][C:10](=[O:14])[NH:11][C:12]=2[CH:13]=1.[CH3:26]S(Cl)(=O)=O.CC(C)([O-])C.[K+].[Cl-].[NH4+], predict the reaction product. The product is: [CH3:26][C:13]1[C:4]2[CH2:3][CH2:2][N:18]([C:19]([O:20][C:21]([CH3:23])([CH3:22])[CH3:24])=[O:25])[CH2:17][CH2:16][C:5]=2[CH:6]=[C:7]2[C:12]=1[NH:11][C:10](=[O:14])[CH2:9][CH2:8]2. (5) Given the reactants [Cl:1][C:2]1[CH:3]=[C:4]([NH:9][C:10]([N:12]2[CH2:17][CH2:16][N:15]([CH2:18][C@@H:19]3[CH2:24][CH2:23][CH2:22][N:21]([CH2:25][CH2:26][OH:27])[CH2:20]3)[CH2:14][CH2:13]2)=[O:11])[CH:5]=[CH:6][C:7]=1[Cl:8].[C:28]1(O)[CH:33]=[CH:32][CH:31]=[CH:30][CH:29]=1.P(CCCC)(CCCC)CCCC, predict the reaction product. The product is: [Cl:1][C:2]1[CH:3]=[C:4]([NH:9][C:10]([N:12]2[CH2:17][CH2:16][N:15]([CH2:18][C@@H:19]3[CH2:24][CH2:23][CH2:22][N:21]([CH2:25][CH2:26][O:27][C:28]4[CH:33]=[CH:32][CH:31]=[CH:30][CH:29]=4)[CH2:20]3)[CH2:14][CH2:13]2)=[O:11])[CH:5]=[CH:6][C:7]=1[Cl:8]. (6) Given the reactants FC(F)(F)C([O:5][CH:6]1[CH2:11][CH2:10][CH:9]([CH2:12][C:13]2[N:18]3[N:19]=[C:20]([NH2:22])[N:21]=[C:17]3[CH:16]=[CH:15][CH:14]=2)[CH2:8][CH2:7]1)=O.C1(P(C2C=CC=CC=2)C2C3OC4C(=CC=CC=4P(C4C=CC=CC=4)C4C=CC=CC=4)C(C)(C)C=3C=CC=2)C=CC=CC=1.CC(C)([O-])C.[Na+].Br[C:74]1[CH:79]=[CH:78][C:77]([C:80](=[O:82])[CH3:81])=[C:76]([F:83])[CH:75]=1, predict the reaction product. The product is: [F:83][C:76]1[CH:75]=[C:74]([NH:22][C:20]2[N:21]=[C:17]3[CH:16]=[CH:15][CH:14]=[C:13]([CH2:12][CH:9]4[CH2:8][CH2:7][CH:6]([OH:5])[CH2:11][CH2:10]4)[N:18]3[N:19]=2)[CH:79]=[CH:78][C:77]=1[C:80](=[O:82])[CH3:81]. (7) The product is: [Cl:21][C:22]1[CH:27]=[CH:26][C:25]([S:28]([N:31]([CH2:40][C:41]2[CH:42]=[CH:43][C:44]([C:45]3[N:46]=[C:6]([CH2:5][O:4][C:1](=[O:3])[CH3:2])[O:8][N:47]=3)=[CH:49][CH:50]=2)[CH:32]2[CH2:38][CH2:37][CH2:36][CH2:35][NH:34][C:33]2=[O:39])(=[O:29])=[O:30])=[CH:24][CH:23]=1. Given the reactants [C:1]([O:4][CH2:5][C:6]([OH:8])=O)(=[O:3])[CH3:2].C(N1C=CN=C1)(N1C=CN=C1)=O.[Cl:21][C:22]1[CH:27]=[CH:26][C:25]([S:28]([N:31]([CH2:40][C:41]2[CH:50]=[CH:49][C:44]([C:45]([NH:47]O)=[NH:46])=[CH:43][CH:42]=2)[CH:32]2[CH2:38][CH2:37][CH2:36][CH2:35][NH:34][C:33]2=[O:39])(=[O:30])=[O:29])=[CH:24][CH:23]=1.O, predict the reaction product. (8) Given the reactants C(OC(=O)N[C@H]1CCNC1)(C)(C)C.[C:14]([O:18][C:19]([NH:21][C@@H:22]1[CH2:26][CH2:25][N:24]([CH2:27][B-:28]([F:31])([F:30])[F:29])[CH2:23]1)=[O:20])([CH3:17])([CH3:16])[CH3:15].[K+:32], predict the reaction product. The product is: [C:14]([O:18][C:19]([NH:21][C@H:22]1[CH2:26][CH2:25][N:24]([CH2:27][B-:28]([F:31])([F:30])[F:29])[CH2:23]1)=[O:20])([CH3:17])([CH3:15])[CH3:16].[K+:32]. (9) Given the reactants Cl.[CH3:2][NH:3][O:4][CH3:5].[Cl-].C[Al+]C.C(O[C:13]([CH:15]1[CH2:19][CH2:18][N:17]([CH2:20][C:21]2[CH:26]=[CH:25][CH:24]=[CH:23][CH:22]=2)[CH2:16]1)=[O:14])C.C(=O)([O-])[O-].[K+].[K+], predict the reaction product. The product is: [CH3:5][O:4][N:3]([CH3:2])[C:13]([CH:15]1[CH2:19][CH2:18][N:17]([CH2:20][C:21]2[CH:22]=[CH:23][CH:24]=[CH:25][CH:26]=2)[CH2:16]1)=[O:14]. (10) Given the reactants [F:1][C:2]1[C:3]([NH:18][C@@H:19]2[CH2:24][CH2:23][CH2:22][N:21]([C:25](=[O:28])[CH:26]=[CH2:27])[CH2:20]2)=[N:4][C:5]([NH:8][C:9]2[CH:10]=[C:11]3[C:15](=[CH:16][CH:17]=2)[CH2:14][NH:13][CH2:12]3)=[N:6][CH:7]=1.CCN(C(C)C)C(C)C.[CH3:38][C:39]([CH:42]=O)([CH3:41])[CH3:40].C(O[BH-](OC(=O)C)OC(=O)C)(=O)C.[Na+], predict the reaction product. The product is: [F:1][C:2]1[C:3]([NH:18][C@@H:19]2[CH2:24][CH2:23][CH2:22][N:21]([C:25](=[O:28])[CH:26]=[CH2:27])[CH2:20]2)=[N:4][C:5]([NH:8][C:9]2[CH:10]=[C:11]3[C:15](=[CH:16][CH:17]=2)[CH2:14][N:13]([CH2:38][C:39]([CH3:42])([CH3:41])[CH3:40])[CH2:12]3)=[N:6][CH:7]=1.